This data is from Forward reaction prediction with 1.9M reactions from USPTO patents (1976-2016). The task is: Predict the product of the given reaction. (1) The product is: [CH3:7][O:8][C:9]1[C:14]([O:15][CH3:16])=[CH:13][CH:12]=[CH:11][C:10]=1[O:17][CH2:26][C:25]([C:20]1[CH:21]=[CH:22][CH:23]=[CH:24][CH:19]=1)=[O:27]. Given the reactants C(O)CCCC.[CH3:7][O:8][C:9]1[C:14]([O:15][CH3:16])=[CH:13][CH:12]=[CH:11][C:10]=1[OH:17].Br[C:19]1[CH:24]=[CH:23][CH:22]=[CH:21][C:20]=1[C:25](=[O:27])[CH3:26].C(=O)([O-])[O-].[K+].[K+], predict the reaction product. (2) Given the reactants [NH2:1][C:2]1[CH:7]=[CH:6][N:5]([CH2:8][CH2:9][CH2:10][CH2:11][CH2:12][CH3:13])[C:4](=[O:14])[N:3]=1.[NH:15]1[CH:19]=[CH:18][N:17]=[CH:16]1.C1C[O:23]CC1, predict the reaction product. The product is: [NH2:17][CH2:18][CH2:19][NH:15][C:16]([NH:1][C:2]1[CH:7]=[CH:6][N:5]([CH2:8][CH2:9][CH2:10][CH2:11][CH2:12][CH3:13])[C:4](=[O:14])[N:3]=1)=[O:23]. (3) Given the reactants [CH3:1][O:2][C:3](=[O:26])/[CH:4]=[CH:5]/[C:6]1[CH:11]=[CH:10][C:9]([CH2:12][NH:13][CH2:14][CH2:15][C:16]2[C:24]3[C:19](=[CH:20][CH:21]=[CH:22][CH:23]=3)[NH:18][C:17]=2[CH3:25])=[CH:8][CH:7]=1.[ClH:27].O1CCOCC1.CCOCC, predict the reaction product. The product is: [ClH:27].[CH3:1][O:2][C:3](=[O:26])/[CH:4]=[CH:5]/[C:6]1[CH:11]=[CH:10][C:9]([CH2:12][NH:13][CH2:14][CH2:15][C:16]2[C:24]3[C:19](=[CH:20][CH:21]=[CH:22][CH:23]=3)[NH:18][C:17]=2[CH3:25])=[CH:8][CH:7]=1. (4) Given the reactants CO[CH:3](OC)[N:4]([CH3:6])[CH3:5].[NH2:9][C:10]1[CH:15]=[C:14]([CH2:16][C:17]2[C:22]([Cl:23])=[CH:21][CH:20]=[CH:19][C:18]=2[Cl:24])[N:13]=[C:12]([NH:25][C:26]2[CH:33]=[CH:32][C:29]([C:30]#[N:31])=[CH:28][CH:27]=2)[N:11]=1, predict the reaction product. The product is: [C:30]([C:29]1[CH:32]=[CH:33][C:26]([NH:25][C:12]2[N:11]=[C:10]([N:9]=[CH:3][N:4]([CH3:6])[CH3:5])[CH:15]=[C:14]([CH2:16][C:17]3[C:22]([Cl:23])=[CH:21][CH:20]=[CH:19][C:18]=3[Cl:24])[N:13]=2)=[CH:27][CH:28]=1)#[N:31]. (5) Given the reactants [Cl-].[Mg+2:2].[Cl-].[C:4]([OH:10])(=[O:9])[CH2:5][C:6]([OH:8])=[O:7].[CH2:11]([K])[CH3:12], predict the reaction product. The product is: [C:4]([O-:10])(=[O:9])[CH2:5][C:6]([O-:8])=[O:7].[CH2:11]([Mg+2:2])[CH3:12]. (6) Given the reactants C([O:3][C:4]([C:6]1[CH:7]=[N:8][N:9]([C:11]2[N:20](COCC[Si](C)(C)C)[C:19](=[O:29])[C:18]3[C:13](=[CH:14][CH:15]=[C:16](I)[CH:17]=3)[N:12]=2)[CH:10]=1)=[O:5])C.[F:31][C:32]([F:44])([F:43])[O:33][C:34]1[CH:35]=[C:36](B(O)O)[CH:37]=[CH:38][CH:39]=1, predict the reaction product. The product is: [O:29]=[C:19]1[C:18]2[C:13](=[CH:14][CH:15]=[C:16]([C:36]3[CH:37]=[CH:38][CH:39]=[C:34]([O:33][C:32]([F:31])([F:43])[F:44])[CH:35]=3)[CH:17]=2)[N:12]=[C:11]([N:9]2[CH:10]=[C:6]([C:4]([OH:3])=[O:5])[CH:7]=[N:8]2)[NH:20]1.